Dataset: Full USPTO retrosynthesis dataset with 1.9M reactions from patents (1976-2016). Task: Predict the reactants needed to synthesize the given product. (1) Given the product [C:35]([N:21]1[CH2:22][CH2:23][CH2:24][C@H:19]([NH:18][C:16]2[S:17][C:13]3[CH:12]=[C:11]([O:10][C:8]4[CH:7]=[CH:6][N:5]=[C:4]([C:3]([NH:2][CH3:1])=[O:27])[CH:9]=4)[CH:26]=[CH:25][C:14]=3[N:15]=2)[CH2:20]1)(=[O:37])[CH3:36], predict the reactants needed to synthesize it. The reactants are: [CH3:1][NH:2][C:3](=[O:27])[C:4]1[CH:9]=[C:8]([O:10][C:11]2[CH:26]=[CH:25][C:14]3[N:15]=[C:16]([NH:18][C@H:19]4[CH2:24][CH2:23][CH2:22][NH:21][CH2:20]4)[S:17][C:13]=3[CH:12]=2)[CH:7]=[CH:6][N:5]=1.C(N(CC)CC)C.[C:35](OC(=O)C)(=[O:37])[CH3:36]. (2) Given the product [NH:21]([C:2]([NH:1][C:16]1[CH:17]=[CH:18][CH:19]=[C:14]([S:13][CH2:12][CH2:11][CH2:10][C:4]2[CH:9]=[CH:8][CH:7]=[CH:6][CH:5]=2)[CH:15]=1)=[S:3])[NH2:22], predict the reactants needed to synthesize it. The reactants are: [N-:1]=[C:2]=[S:3].[C:4]1([CH2:10][CH2:11][CH2:12][S:13][C:14]2[CH:15]=[CH:16][CH:17]=[CH:18][CH:19]=2)[CH:9]=[CH:8][CH:7]=[CH:6][CH:5]=1.O.[NH2:21][NH2:22]. (3) The reactants are: [CH2:1]([O:3][C:4](=[O:28])[CH2:5][C:6]1[NH:7][C:8]2[C:13]([C:14]=1[S:15][C:16]([CH3:19])([CH3:18])[CH3:17])=[CH:12][C:11]([S:20][C:21]1[CH:26]=[CH:25][C:24]([CH3:27])=[CH:23][N:22]=1)=[CH:10][CH:9]=2)[CH3:2].[CH2:29](Br)[C:30]1[CH:35]=[CH:34][CH:33]=[CH:32][CH:31]=1. Given the product [CH2:1]([O:3][C:4](=[O:28])[CH:5]([C:6]1[NH:7][C:8]2[C:13]([C:14]=1[S:15][C:16]([CH3:18])([CH3:19])[CH3:17])=[CH:12][C:11]([S:20][C:21]1[CH:26]=[CH:25][C:24]([CH3:27])=[CH:23][N:22]=1)=[CH:10][CH:9]=2)[CH2:29][C:30]1[CH:35]=[CH:34][CH:33]=[CH:32][CH:31]=1)[CH3:2], predict the reactants needed to synthesize it. (4) Given the product [CH3:1][O:2][C:3](=[O:24])[C:4]([C:14](=[O:23])[C:15]1[CH:20]=[CH:19][C:18]([CH3:21])=[C:17]([CH3:22])[CH:16]=1)=[CH:5][NH:6][C:7]1[CH:12]=[CH:11][CH:10]=[C:9]([F:43])[CH:8]=1, predict the reactants needed to synthesize it. The reactants are: [CH3:1][O:2][C:3](=[O:24])[C:4]([C:14](=[O:23])[C:15]1[CH:20]=[CH:19][C:18]([CH3:21])=[C:17]([CH3:22])[CH:16]=1)=[CH:5][NH:6][C:7]1[CH:12]=[CH:11][C:10](F)=[CH:9][CH:8]=1.COC(=O)C(C(=O)C1C=CC(C)=C(C)C=1)=COC.[F:43]C1C=C(C=CC=1)N.